From a dataset of Reaction yield outcomes from USPTO patents with 853,638 reactions. Predict the reaction yield, written as a fraction of the theoretical maximum amount of product (1.0 means a 100% yield; for example, 0.34 means a 34% yield). (1) The reactants are [OH:1][CH2:2][C:3]([CH2:8][OH:9])([CH2:6][OH:7])[CH2:4][OH:5].Cl.[CH:11](=O)[C:12]1[CH:17]=[CH:16][CH:15]=[CH:14][CH:13]=1. The catalyst is O. The product is [CH:11](=[C:2]([C:3]([CH2:8][OH:9])([CH2:6][OH:7])[CH2:4][OH:5])[OH:1])[C:12]1[CH:17]=[CH:16][CH:15]=[CH:14][CH:13]=1. The yield is 0.610. (2) The reactants are [CH3:1][O:2][C:3]1[CH:4]=[C:5]2[C:10](=[CH:11][CH:12]=1)[CH:9]=[C:8]([C@H:13]([CH3:17])[C:14]([OH:16])=[O:15])[CH:7]=[CH:6]2.[N+:18]([O:21][CH:22]1[O:29][CH:28]2[CH:24]([O:25][CH2:26][C@@H:27]2O)[CH2:23]1)([O-:20])=[O:19].Cl.CN(C)CCCN=C=NCC. The catalyst is ClCCl. The product is [CH3:1][O:2][C:3]1[CH:4]=[C:5]2[C:10](=[CH:11][CH:12]=1)[CH:9]=[C:8]([C@H:13]([CH3:17])[C:14]([O:16][C@@H:27]1[CH2:26][O:25][CH:24]3[CH:28]1[O:29][CH:22]([O:21][N+:18]([O-:20])=[O:19])[CH2:23]3)=[O:15])[CH:7]=[CH:6]2. The yield is 0.976. (3) The reactants are [CH3:1][O:2][C:3]1[CH:4]=[C:5]2[C:10](=[CH:11][C:12]=1[O:13][CH3:14])[N:9]=[CH:8][CH:7]=[C:6]2[O:15][C:16]1[CH:21]=[CH:20][C:19]([NH:22][C:23]([C:25]2([C:28](O)=[O:29])[CH2:27][CH2:26]2)=[O:24])=[CH:18][CH:17]=1.[C:31]([O:35][C:36](=[O:46])[NH:37][CH2:38][C:39]1[CH:44]=[CH:43][C:42](N)=[CH:41][CH:40]=1)([CH3:34])([CH3:33])[CH3:32].C[N:48](C(ON1N=NC2C=CC=NC1=2)=[N+](C)C)C.F[P-](F)(F)(F)(F)F.CCN(C(C)C)C(C)C. The catalyst is O.CC(N(C)C)=O. The product is [C:31]([O:35][C:36](=[O:46])[NH:37][CH2:38][C:39]1[CH:44]=[CH:43][CH:42]=[C:41]([NH:48][C:28]([C:25]2([C:23](=[O:24])[NH:22][C:19]3[CH:18]=[CH:17][C:16]([O:15][C:6]4[C:5]5[C:10](=[CH:11][C:12]([O:13][CH3:14])=[C:3]([O:2][CH3:1])[CH:4]=5)[N:9]=[CH:8][CH:7]=4)=[CH:21][CH:20]=3)[CH2:26][CH2:27]2)=[O:29])[CH:40]=1)([CH3:34])([CH3:33])[CH3:32]. The yield is 0.790. (4) The reactants are Cl.[CH3:2][NH:3][O:4][CH3:5].[CH:6]1([C:9](Cl)=[O:10])[CH2:8][CH2:7]1. The catalyst is C(Cl)Cl. The product is [CH3:5][O:4][N:3]([CH3:2])[C:9]([CH:6]1[CH2:8][CH2:7]1)=[O:10]. The yield is 0.700. (5) The reactants are [CH3:1][C:2]1([CH3:15])[O:14][C:6]2=[C:7]([CH3:13])[N:8]=[CH:9][C:10]([CH2:11][NH2:12])=[C:5]2[CH2:4][O:3]1.[C:16]([C:18]1[CH:19]=[C:20]([CH:24]=[CH:25][CH:26]=1)[C:21](O)=[O:22])#[N:17].Cl.CN(C)CCCN=C=NCC. The catalyst is CN(C)C=O. The product is [C:16]([C:18]1[CH:19]=[C:20]([CH:24]=[CH:25][CH:26]=1)[C:21]([NH:12][CH2:11][C:10]1[CH:9]=[N:8][C:7]([CH3:13])=[C:6]2[O:14][C:2]([CH3:15])([CH3:1])[O:3][CH2:4][C:5]=12)=[O:22])#[N:17]. The yield is 0.490. (6) The reactants are [F:1][C:2]1[CH:10]=[C:9]2[C:5]([C:6]([C:11]3[CH2:12][CH2:13][N:14]([CH3:17])[CH2:15][CH:16]=3)=[CH:7][NH:8]2)=[CH:4][C:3]=1[O:18][CH3:19].[BH4-].[Na+].C(O)(=O)C.Cl.[OH-].[Na+]. The catalyst is O1CCCC1. The product is [F:1][C:2]1[CH:10]=[C:9]2[C:5]([C:6]([CH:11]3[CH2:16][CH2:15][N:14]([CH3:17])[CH2:13][CH2:12]3)=[CH:7][NH:8]2)=[CH:4][C:3]=1[O:18][CH3:19]. The yield is 0.820. (7) The reactants are [CH3:1][NH:2][CH:3]1[CH2:8][CH2:7][N:6]([C:9]([O:11][C:12]([CH3:15])([CH3:14])[CH3:13])=[O:10])[CH2:5][CH2:4]1.Br[C:17]1[CH:22]=[CH:21][CH:20]=[CH:19][N:18]=1.C(N(CC)C(C)C)(C)C.C(=O)([O-])[O-].[K+].[K+]. No catalyst specified. The product is [CH3:1][N:2]([C:17]1[CH:22]=[CH:21][CH:20]=[CH:19][N:18]=1)[CH:3]1[CH2:8][CH2:7][N:6]([C:9]([O:11][C:12]([CH3:15])([CH3:14])[CH3:13])=[O:10])[CH2:5][CH2:4]1. The yield is 0.240.